From a dataset of Blood-brain barrier penetration binary classification data from Martins et al.. Regression/Classification. Given a drug SMILES string, predict its absorption, distribution, metabolism, or excretion properties. Task type varies by dataset: regression for continuous measurements (e.g., permeability, clearance, half-life) or binary classification for categorical outcomes (e.g., BBB penetration, CYP inhibition). Dataset: bbb_martins. (1) The compound is CN1CCN(C2Cc3ccccc3Sc3ccc(Cl)cc32)CC1. The result is 1 (penetrates BBB). (2) The drug is CCCCC/C(=N/OCCN)c1ccc(C)c(N)c1. The result is 1 (penetrates BBB).